This data is from NCI-60 drug combinations with 297,098 pairs across 59 cell lines. The task is: Regression. Given two drug SMILES strings and cell line genomic features, predict the synergy score measuring deviation from expected non-interaction effect. (1) Drug 1: CN(CC1=CN=C2C(=N1)C(=NC(=N2)N)N)C3=CC=C(C=C3)C(=O)NC(CCC(=O)O)C(=O)O. Drug 2: C1CN(P(=O)(OC1)NCCCl)CCCl. Cell line: MCF7. Synergy scores: CSS=21.3, Synergy_ZIP=0.559, Synergy_Bliss=-0.721, Synergy_Loewe=-31.4, Synergy_HSA=-1.58. (2) Drug 1: C1=NC2=C(N1)C(=S)N=C(N2)N. Drug 2: C1=NC(=NC(=O)N1C2C(C(C(O2)CO)O)O)N. Cell line: DU-145. Synergy scores: CSS=33.2, Synergy_ZIP=-0.724, Synergy_Bliss=-0.596, Synergy_Loewe=-0.472, Synergy_HSA=0.847. (3) Drug 1: C1CC(=O)NC(=O)C1N2C(=O)C3=CC=CC=C3C2=O. Drug 2: CC(C)NC(=O)C1=CC=C(C=C1)CNNC.Cl. Cell line: NCI-H322M. Synergy scores: CSS=0.741, Synergy_ZIP=-0.0145, Synergy_Bliss=0.901, Synergy_Loewe=0.720, Synergy_HSA=0.573. (4) Drug 1: C1=NC2=C(N=C(N=C2N1C3C(C(C(O3)CO)O)O)F)N. Drug 2: C1CC(=O)NC(=O)C1N2C(=O)C3=CC=CC=C3C2=O. Cell line: HOP-92. Synergy scores: CSS=2.08, Synergy_ZIP=-0.573, Synergy_Bliss=2.22, Synergy_Loewe=-3.95, Synergy_HSA=-1.86. (5) Drug 1: CC1C(C(=O)NC(C(=O)N2CCCC2C(=O)N(CC(=O)N(C(C(=O)O1)C(C)C)C)C)C(C)C)NC(=O)C3=C4C(=C(C=C3)C)OC5=C(C(=O)C(=C(C5=N4)C(=O)NC6C(OC(=O)C(N(C(=O)CN(C(=O)C7CCCN7C(=O)C(NC6=O)C(C)C)C)C)C(C)C)C)N)C. Drug 2: CC1C(C(CC(O1)OC2CC(OC(C2O)C)OC3=CC4=CC5=C(C(=O)C(C(C5)C(C(=O)C(C(C)O)O)OC)OC6CC(C(C(O6)C)O)OC7CC(C(C(O7)C)O)OC8CC(C(C(O8)C)O)(C)O)C(=C4C(=C3C)O)O)O)O. Cell line: SK-MEL-5. Synergy scores: CSS=39.4, Synergy_ZIP=-3.21, Synergy_Bliss=-2.34, Synergy_Loewe=-3.07, Synergy_HSA=-2.16. (6) Drug 1: CCCCCOC(=O)NC1=NC(=O)N(C=C1F)C2C(C(C(O2)C)O)O. Drug 2: C(CN)CNCCSP(=O)(O)O. Cell line: SK-MEL-28. Synergy scores: CSS=-4.63, Synergy_ZIP=4.61, Synergy_Bliss=3.28, Synergy_Loewe=-1.75, Synergy_HSA=-2.59. (7) Drug 1: C1CN1C2=NC(=NC(=N2)N3CC3)N4CC4. Drug 2: C1=CC(=CC=C1CCCC(=O)O)N(CCCl)CCCl. Cell line: OVCAR-8. Synergy scores: CSS=34.1, Synergy_ZIP=-1.53, Synergy_Bliss=0.291, Synergy_Loewe=1.43, Synergy_HSA=3.33.